This data is from Full USPTO retrosynthesis dataset with 1.9M reactions from patents (1976-2016). The task is: Predict the reactants needed to synthesize the given product. Given the product [N:11]12[CH2:17][CH:15]3[CH2:14][CH:13]([CH2:18][CH:9]([N:8]([C:4]4[CH:3]=[C:2]([C:25]5[S:26][C:22]([C:19](=[O:21])[CH3:20])=[CH:23][CH:24]=5)[CH:7]=[N:6][CH:5]=4)[CH2:16]3)[CH2:10]1)[CH2:12]2, predict the reactants needed to synthesize it. The reactants are: Br[C:2]1[CH:3]=[C:4]([N:8]2[CH2:16][CH:15]3[CH2:17][N:11]4[CH2:12][CH:13]([CH2:18][CH:9]2[CH2:10]4)[CH2:14]3)[CH:5]=[N:6][CH:7]=1.[C:19]([C:22]1[S:26][C:25](B(O)O)=[CH:24][CH:23]=1)(=[O:21])[CH3:20].